Regression. Given a peptide amino acid sequence and an MHC pseudo amino acid sequence, predict their binding affinity value. This is MHC class I binding data. From a dataset of Peptide-MHC class I binding affinity with 185,985 pairs from IEDB/IMGT. (1) The peptide sequence is LLGQVQTYV. The MHC is HLA-A02:01 with pseudo-sequence HLA-A02:01. The binding affinity (normalized) is 0.733. (2) The peptide sequence is KLTYQNKVVK. The MHC is HLA-A03:01 with pseudo-sequence HLA-A03:01. The binding affinity (normalized) is 0.613. (3) The peptide sequence is GPAFVRTKL. The MHC is HLA-B39:01 with pseudo-sequence HLA-B39:01. The binding affinity (normalized) is 0.0847. (4) The peptide sequence is EPVESCPLM. The MHC is HLA-B51:01 with pseudo-sequence HLA-B51:01. The binding affinity (normalized) is 0.301.